From a dataset of Reaction yield outcomes from USPTO patents with 853,638 reactions. Predict the reaction yield, written as a fraction of the theoretical maximum amount of product (1.0 means a 100% yield; for example, 0.34 means a 34% yield). (1) The product is [F:1][C:2]1[CH:3]=[C:4]([CH:5]=[CH:6][CH:7]=1)[CH2:8][C:9]1[O:11][N:25]=[C:19]([C:20]([O:22][CH2:23][CH3:24])=[O:21])[N:18]=1. The reactants are [F:1][C:2]1[CH:3]=[C:4]([CH2:8][C:9]([OH:11])=O)[CH:5]=[CH:6][CH:7]=1.C(Cl)(=O)C(Cl)=O.[NH2:18][C:19](=[N:25]O)[C:20]([O:22][CH2:23][CH3:24])=[O:21].C(N(CC)C(C)C)(C)C. The yield is 0.300. The catalyst is ClCCl.CN(C=O)C.N1C=CC=CC=1. (2) The reactants are CS(C)=O.C(Cl)(=O)C(Cl)=O.[OH:11][CH:12]1[C:16]2[N:17]=[CH:18][N:19]=[C:20]([N:21]3[CH2:26][CH2:25][N:24]([C:27]([O:29][C:30]([CH3:33])([CH3:32])[CH3:31])=[O:28])[CH2:23][CH2:22]3)[C:15]=2[C@H:14]([CH3:34])[CH2:13]1.C(N(CC)CC)C. The catalyst is C(Cl)Cl.CCOC(C)=O.O. The product is [CH3:34][C@H:14]1[C:15]2[C:20]([N:21]3[CH2:26][CH2:25][N:24]([C:27]([O:29][C:30]([CH3:33])([CH3:32])[CH3:31])=[O:28])[CH2:23][CH2:22]3)=[N:19][CH:18]=[N:17][C:16]=2[C:12](=[O:11])[CH2:13]1. The yield is 0.823. (3) The reactants are S(Cl)([Cl:3])=O.O[CH2:6][C:7]1[CH:8]=[C:9]2[C:13](=[CH:14][CH:15]=1)[N:12]([C:16]1[CH:21]=[C:20]([I:22])[CH:19]=[CH:18][N:17]=1)[N:11]=[C:10]2[C:23]([NH2:25])=[O:24]. The catalyst is ClCCl. The product is [Cl:3][CH2:6][C:7]1[CH:8]=[C:9]2[C:13](=[CH:14][CH:15]=1)[N:12]([C:16]1[CH:21]=[C:20]([I:22])[CH:19]=[CH:18][N:17]=1)[N:11]=[C:10]2[C:23]([NH2:25])=[O:24]. The yield is 0.810. (4) The reactants are [N:1]1[C:10]2[C:5](=[CH:6][CH:7]=[CH:8][CH:9]=2)[C:4]([C:11]([NH:13][C@H:14]2[CH2:19][CH2:18][C@H:17]([CH2:20][C:21](O)=[O:22])[CH2:16][CH2:15]2)=[O:12])=[CH:3][CH:2]=1.C(Cl)(=O)C(Cl)=O.[CH2:30]([SH:32])[CH3:31].C([Li])CCC.C([O-])(O)=O.[Na+]. The catalyst is ClCCl.C(COC)OC. The product is [CH2:30]([S:32][C:21](=[O:22])[CH2:20][C@H:17]1[CH2:16][CH2:15][C@H:14]([NH:13][C:11]([C:4]2[C:5]3[C:10](=[CH:9][CH:8]=[CH:7][CH:6]=3)[N:1]=[CH:2][CH:3]=2)=[O:12])[CH2:19][CH2:18]1)[CH3:31]. The yield is 0.789. (5) The product is [CH2:16]([O:15][C:13](=[O:14])[C:12]([C:10]#[N:11])=[CH:6][C:5]1[CH:8]=[CH:9][C:2]([Br:1])=[CH:3][CH:4]=1)[CH3:17]. The yield is 0.900. The reactants are [Br:1][C:2]1[CH:9]=[CH:8][C:5]([CH:6]=O)=[CH:4][CH:3]=1.[C:10]([CH2:12][C:13]([O:15][CH2:16][CH3:17])=[O:14])#[N:11].N1CCCCC1. The catalyst is C1(C)C=CC=CC=1. (6) The reactants are [O:1]1[CH2:5][CH2:4][O:3][C:2]21[CH2:10][CH2:9][C:8]1[C:11]3[C:16](=O)[NH:15][CH:14]=[N:13][C:12]=3[S:18][C:7]=1[CH2:6]2.C(N(CC)CC)C.O=P(Cl)(Cl)[Cl:28]. No catalyst specified. The product is [Cl:28][C:16]1[C:11]2[C:8]3[CH2:9][CH2:10][C:2]4([CH2:6][C:7]=3[S:18][C:12]=2[N:13]=[CH:14][N:15]=1)[O:3][CH2:4][CH2:5][O:1]4. The yield is 0.970.